From a dataset of NCI-60 drug combinations with 297,098 pairs across 59 cell lines. Regression. Given two drug SMILES strings and cell line genomic features, predict the synergy score measuring deviation from expected non-interaction effect. (1) Drug 1: CN(C)N=NC1=C(NC=N1)C(=O)N. Drug 2: C1=NC2=C(N1)C(=S)N=C(N2)N. Cell line: PC-3. Synergy scores: CSS=43.0, Synergy_ZIP=-6.10, Synergy_Bliss=-3.53, Synergy_Loewe=-21.8, Synergy_HSA=-2.46. (2) Drug 1: CC(CN1CC(=O)NC(=O)C1)N2CC(=O)NC(=O)C2. Drug 2: CCC1(C2=C(COC1=O)C(=O)N3CC4=CC5=C(C=CC(=C5CN(C)C)O)N=C4C3=C2)O.Cl. Cell line: RXF 393. Synergy scores: CSS=15.9, Synergy_ZIP=-5.99, Synergy_Bliss=-2.36, Synergy_Loewe=0.184, Synergy_HSA=0.636. (3) Drug 1: CN(C)C1=NC(=NC(=N1)N(C)C)N(C)C. Drug 2: C1=CC(=CC=C1CCCC(=O)O)N(CCCl)CCCl. Cell line: SNB-75. Synergy scores: CSS=6.75, Synergy_ZIP=-7.19, Synergy_Bliss=-3.48, Synergy_Loewe=-17.5, Synergy_HSA=-5.12. (4) Drug 1: CS(=O)(=O)C1=CC(=C(C=C1)C(=O)NC2=CC(=C(C=C2)Cl)C3=CC=CC=N3)Cl. Drug 2: CNC(=O)C1=CC=CC=C1SC2=CC3=C(C=C2)C(=NN3)C=CC4=CC=CC=N4. Cell line: HCC-2998. Synergy scores: CSS=4.20, Synergy_ZIP=-2.57, Synergy_Bliss=-0.812, Synergy_Loewe=-3.24, Synergy_HSA=-2.15. (5) Drug 1: C1C(C(OC1N2C=NC3=C(N=C(N=C32)Cl)N)CO)O. Drug 2: CC1CCC2CC(C(=CC=CC=CC(CC(C(=O)C(C(C(=CC(C(=O)CC(OC(=O)C3CCCCN3C(=O)C(=O)C1(O2)O)C(C)CC4CCC(C(C4)OC)O)C)C)O)OC)C)C)C)OC. Cell line: TK-10. Synergy scores: CSS=19.0, Synergy_ZIP=-6.45, Synergy_Bliss=-1.49, Synergy_Loewe=-1.85, Synergy_HSA=-1.81. (6) Drug 1: CC1=C(C=C(C=C1)NC(=O)C2=CC=C(C=C2)CN3CCN(CC3)C)NC4=NC=CC(=N4)C5=CN=CC=C5. Drug 2: C1=CC=C(C(=C1)C(C2=CC=C(C=C2)Cl)C(Cl)Cl)Cl. Cell line: OVCAR-4. Synergy scores: CSS=-0.983, Synergy_ZIP=0.705, Synergy_Bliss=0.486, Synergy_Loewe=-3.58, Synergy_HSA=-3.24. (7) Drug 1: C1=CC=C(C=C1)NC(=O)CCCCCCC(=O)NO. Drug 2: C1CC(=O)NC(=O)C1N2C(=O)C3=CC=CC=C3C2=O. Cell line: COLO 205. Synergy scores: CSS=-2.59, Synergy_ZIP=2.14, Synergy_Bliss=-0.0702, Synergy_Loewe=0.416, Synergy_HSA=-3.26. (8) Synergy scores: CSS=-3.64, Synergy_ZIP=2.95, Synergy_Bliss=2.97, Synergy_Loewe=-1.12, Synergy_HSA=-1.48. Cell line: MCF7. Drug 1: C1=CN(C=N1)CC(O)(P(=O)(O)O)P(=O)(O)O. Drug 2: COCCOC1=C(C=C2C(=C1)C(=NC=N2)NC3=CC=CC(=C3)C#C)OCCOC.Cl. (9) Drug 1: CC1=CC=C(C=C1)C2=CC(=NN2C3=CC=C(C=C3)S(=O)(=O)N)C(F)(F)F. Drug 2: C1CN1C2=NC(=NC(=N2)N3CC3)N4CC4. Cell line: SW-620. Synergy scores: CSS=17.2, Synergy_ZIP=-6.84, Synergy_Bliss=-4.45, Synergy_Loewe=-17.0, Synergy_HSA=-3.62. (10) Drug 1: CC1=C(C=C(C=C1)NC2=NC=CC(=N2)N(C)C3=CC4=NN(C(=C4C=C3)C)C)S(=O)(=O)N.Cl. Drug 2: CN1C(=O)N2C=NC(=C2N=N1)C(=O)N. Cell line: OVCAR-8. Synergy scores: CSS=-2.88, Synergy_ZIP=0.524, Synergy_Bliss=-4.56, Synergy_Loewe=-8.29, Synergy_HSA=-7.10.